Dataset: Forward reaction prediction with 1.9M reactions from USPTO patents (1976-2016). Task: Predict the product of the given reaction. (1) The product is: [C:1]([C:5]1[CH:6]=[C:7]([CH:23]=[C:24]([C:26]([CH3:29])([CH3:28])[CH3:27])[CH:25]=1)[CH2:8][CH:9]1[CH2:14][CH:13]([C:15]([OH:17])=[O:16])[CH2:12][CH2:11][N:10]1[C:19]([O:21][CH3:22])=[O:20])([CH3:3])([CH3:4])[CH3:2]. Given the reactants [C:1]([C:5]1[CH:6]=[C:7]([CH:23]=[C:24]([C:26]([CH3:29])([CH3:28])[CH3:27])[CH:25]=1)[CH2:8][CH:9]1[CH2:14][CH:13]([C:15]([O:17]C)=[O:16])[CH2:12][CH2:11][N:10]1[C:19]([O:21][CH3:22])=[O:20])([CH3:4])([CH3:3])[CH3:2].[Br-].[Li+].C(N(CC)CC)C.CC(OC)(C)C, predict the reaction product. (2) Given the reactants [O:1]1[CH:5]2[CH:6]([C:10]([OH:13])([CH3:12])[CH3:11])[CH:7]([CH2:8][OH:9])[CH:2]1[CH:3]=[CH:4]2.[C:14]1([CH3:24])[CH:19]=[CH:18][C:17]([S:20](Cl)(=[O:22])=[O:21])=[CH:16][CH:15]=1, predict the reaction product. The product is: [CH3:24][C:14]1[CH:19]=[CH:18][C:17]([S:20]([O-:1])(=[O:22])=[O:21])=[CH:16][CH:15]=1.[O:1]1[CH:2]2[CH:7]([CH2:8][O:9][S:20]([C:17]3[CH:18]=[CH:19][C:14]([CH3:24])=[CH:15][CH:16]=3)(=[O:22])=[O:21])[CH:6]([C:10]([OH:13])([CH3:11])[CH3:12])[CH:5]1[CH:4]=[CH:3]2. (3) Given the reactants [CH2:1]([O:8][C:9]1[C:18](=[O:19])[N:17]2[C:12]([C:13]([CH3:21])([CH3:20])[O:14][CH2:15][CH2:16]2)=[N:11][C:10]=1[C:22]([OH:24])=O)[C:2]1[CH:7]=[CH:6][CH:5]=[CH:4][CH:3]=1.[NH2:25][CH2:26][C:27]1[CH:32]=[CH:31][CH:30]=[CH:29][C:28]=1[N:33]1[CH2:37][CH2:36][O:35][C:34]1=[O:38], predict the reaction product. The product is: [O:38]=[C:34]1[N:33]([C:28]2[CH:29]=[CH:30][CH:31]=[CH:32][C:27]=2[CH2:26][NH:25][C:22]([C:10]2[N:11]=[C:12]3[N:17]([C:18](=[O:19])[C:9]=2[O:8][CH2:1][C:2]2[CH:7]=[CH:6][CH:5]=[CH:4][CH:3]=2)[CH2:16][CH2:15][O:14][C:13]3([CH3:20])[CH3:21])=[O:24])[CH2:37][CH2:36][O:35]1.